From a dataset of Catalyst prediction with 721,799 reactions and 888 catalyst types from USPTO. Predict which catalyst facilitates the given reaction. (1) Reactant: [CH3:1][O:2][C:3]1[CH:8]=[CH:7][C:6]([C@@H:9]2[CH2:11][C@H:10]2[NH:12]C(=O)OC(C)(C)C)=[CH:5][CH:4]=1. Product: [CH3:1][O:2][C:3]1[CH:4]=[CH:5][C:6]([C@@H:9]2[CH2:11][C@H:10]2[NH2:12])=[CH:7][CH:8]=1. The catalyst class is: 209. (2) Reactant: C([O-])=O.[NH4+].[OH:5][C:6]1[CH:7]=[C:8]([CH2:15][C:16]([NH:18][C:19]2[N:24]=[CH:23][C:22]([CH:25]([CH3:31])[CH2:26][C:27]([O:29][CH3:30])=[O:28])=[CH:21][CH:20]=2)=[O:17])[CH:9]=[CH:10][C:11]=1[N+:12]([O-])=O. Product: [NH2:12][C:11]1[CH:10]=[CH:9][C:8]([CH2:15][C:16]([NH:18][C:19]2[N:24]=[CH:23][C:22]([CH:25]([CH3:31])[CH2:26][C:27]([O:29][CH3:30])=[O:28])=[CH:21][CH:20]=2)=[O:17])=[CH:7][C:6]=1[OH:5]. The catalyst class is: 63. (3) Reactant: [SH:1][CH2:2][C:3]([OH:5])=[O:4].C([O-])(O)=O.[Na+].[Br-].[Br:12][C:13]([CH:22]=[N:23][C:24]1[CH:29]=[CH:28][CH:27]=[CH:26][CH:25]=1)=[CH:14][NH2+:15][C:16]1[CH:21]=[CH:20][CH:19]=[CH:18][CH:17]=1.Cl. The catalyst class is: 72. Product: [Br-:12].[C:3]([CH2:2][S:1][C:13]([CH:14]=[N:15][C:16]1[CH:21]=[CH:20][CH:19]=[CH:18][CH:17]=1)=[CH:22][NH2+:23][C:24]1[CH:29]=[CH:28][CH:27]=[CH:26][CH:25]=1)([OH:5])=[O:4]. (4) Reactant: [O:1]1[CH2:6][CH2:5][CH2:4][CH2:3][CH:2]1[O:7][NH:8][C:9]([C:11]1[CH:20]=[C:19]2[C:14]([CH2:15][CH2:16][NH:17][CH2:18]2)=[CH:13][CH:12]=1)=[O:10].[NH:21]1[C:29]2[C:24](=[CH:25][CH:26]=[CH:27][CH:28]=2)[C:23]([CH2:30][C:31](O)=[O:32])=[CH:22]1.C1C=CC2N(O)N=NC=2C=1.C(Cl)CCl. The catalyst class is: 338. Product: [NH:21]1[C:29]2[C:24](=[CH:25][CH:26]=[CH:27][CH:28]=2)[C:23]([CH2:30][C:31]([N:17]2[CH2:16][CH2:15][C:14]3[C:19](=[CH:20][C:11]([C:9]([NH:8][O:7][CH:2]4[CH2:3][CH2:4][CH2:5][CH2:6][O:1]4)=[O:10])=[CH:12][CH:13]=3)[CH2:18]2)=[O:32])=[CH:22]1. (5) Reactant: [C:1]([C:4]1[N:5]([CH2:30][O:31][CH2:32][CH2:33][Si:34]([CH3:37])([CH3:36])[CH3:35])[CH:6]=[C:7]([C:9]([NH:11][C@@H:12]([CH3:29])[CH2:13][N:14]2[CH:18]=[CH:17][C:16]([C:19]3[CH:24]=[C:23]([F:25])[C:22]([C:26]#[N:27])=[C:21]([Cl:28])[CH:20]=3)=[N:15]2)=[O:10])[N:8]=1)(=[O:3])[CH3:2].[BH4-].[Na+]. Product: [Cl:28][C:21]1[CH:20]=[C:19]([C:16]2[CH:17]=[CH:18][N:14]([CH2:13][C@@H:12]([NH:11][C:9]([C:7]3[N:8]=[C:4]([CH:1]([OH:3])[CH3:2])[N:5]([CH2:30][O:31][CH2:32][CH2:33][Si:34]([CH3:36])([CH3:35])[CH3:37])[CH:6]=3)=[O:10])[CH3:29])[N:15]=2)[CH:24]=[C:23]([F:25])[C:22]=1[C:26]#[N:27]. The catalyst class is: 5. (6) Reactant: COC([C:5]1[NH:6][CH:7]=[C:8]([Br:10])[CH:9]=1)=O.[C:11](=[O:14])([O-])[O-:12].[Cs+].[Cs+].F[C:18]1[CH:23]=[CH:22][CH:21]=[CH:20][C:19]=1[N+:24]([O-:26])=[O:25].[CH3:27]N(C=O)C. Product: [CH3:27][O:12][C:11]([C:7]1[N:6]([C:18]2[CH:23]=[CH:22][CH:21]=[CH:20][C:19]=2[N+:24]([O-:26])=[O:25])[CH:5]=[CH:9][C:8]=1[Br:10])=[O:14]. The catalyst class is: 25. (7) Reactant: [CH:1]1([N:7]([CH:19]2[CH2:24][CH2:23][CH2:22][CH2:21][CH2:20]2)[C:8](=[O:18])[NH:9][C:10]2[S:11][C:12]([C:15]([OH:17])=O)=[CH:13][N:14]=2)[CH2:6][CH2:5][CH2:4][CH2:3][CH2:2]1.N1([C:31](=[O:39])[CH2:32][N:33]2[CH2:38][CH2:37][NH:36][CH2:35][CH2:34]2)CCOCC1.CN(C([O:47]N1N=NC2C=CC=CC1=2)=[N+](C)C)C.F[P-](F)(F)(F)(F)F.CCN([CH:70]([CH3:72])C)C(C)C. Product: [CH2:70]([O:47][C:31](=[O:39])[CH2:32][N:33]1[CH2:34][CH2:35][N:36]([C:15]([C:12]2[S:11][C:10]([NH:9][C:8]([N:7]([CH:19]3[CH2:20][CH2:21][CH2:22][CH2:23][CH2:24]3)[CH:1]3[CH2:6][CH2:5][CH2:4][CH2:3][CH2:2]3)=[O:18])=[N:14][CH:13]=2)=[O:17])[CH2:37][CH2:38]1)[CH3:72]. The catalyst class is: 329. (8) Reactant: [Cl:1][C:2]1[N:7]=[C:6]([C:8]([OH:10])=O)[CH:5]=[CH:4][CH:3]=1.[Cl-].[NH4+].CC[N:15](C(C)C)C(C)C.C1C2C3C(=O)N(O)C(=O)C3C1C=C2.CN(C(ON1N=NC2C=CC=CC1=2)=[N+](C)C)C.F[P-](F)(F)(F)(F)F. Product: [Cl:1][C:2]1[N:7]=[C:6]([C:8]([NH2:15])=[O:10])[CH:5]=[CH:4][CH:3]=1. The catalyst class is: 3. (9) Reactant: [C:1]([C:3]1[CH:8]=[CH:7][C:6]([NH:9][C:10](=[O:18])[CH2:11][CH:12]([CH3:17])[CH2:13][C:14]([OH:16])=O)=[CH:5][CH:4]=1)#[N:2].[CH2:19]([N:21]1[C:33]2[CH2:32][CH2:31][CH2:30][CH2:29][C:28]=2[C:27]2[C:22]1=[CH:23][CH:24]=[C:25]([NH2:34])[CH:26]=2)[CH3:20].CCN(C(C)C)C(C)C.CN(C(ON1N=NC2C=CC=NC1=2)=[N+](C)C)C.F[P-](F)(F)(F)(F)F. Product: [C:1]([C:3]1[CH:4]=[CH:5][C:6]([NH:9][C:10](=[O:18])[CH2:11][CH:12]([CH3:17])[CH2:13][C:14]([NH:34][C:25]2[CH:26]=[C:27]3[C:22](=[CH:23][CH:24]=2)[N:21]([CH2:19][CH3:20])[C:33]2[CH2:32][CH2:31][CH2:30][CH2:29][C:28]3=2)=[O:16])=[CH:7][CH:8]=1)#[N:2]. The catalyst class is: 18.